Predict which catalyst facilitates the given reaction. From a dataset of Catalyst prediction with 721,799 reactions and 888 catalyst types from USPTO. (1) Reactant: [F:1][C:2]1[CH:7]=[CH:6][C:5]([CH3:8])=[C:4]([N+:9]([O-:11])=[O:10])[CH:3]=1.[CH3:12][N:13]([CH:15](OC)OC)[CH3:14].N1CC[CH2:22][CH2:21]1. Product: [F:1][C:2]1[CH:7]=[CH:6][C:5](/[CH:8]=[CH:12]/[N:13]2[CH2:15][CH2:22][CH2:21][CH2:14]2)=[C:4]([N+:9]([O-:11])=[O:10])[CH:3]=1. The catalyst class is: 3. (2) Reactant: [Cl:1][C:2]1[C:3]([C:25]2[C:30]([Cl:31])=[CH:29][N:28]=[C:27](F)[CH:26]=2)=[N:4][C:5]([N:8]([CH2:16][CH:17]2[CH2:22][CH2:21][O:20][C:19]([CH3:24])([CH3:23])[CH2:18]2)C(=O)OC(C)(C)C)=[CH:6][CH:7]=1.[NH2:33][C@H:34]1[CH2:39][CH2:38][C@H:37]([NH2:40])[CH2:36][CH2:35]1.CCN(C(C)C)C(C)C. Product: [NH2:33][C@H:34]1[CH2:39][CH2:38][C@H:37]([NH:40][C:27]2[CH:26]=[C:25]([C:3]3[C:2]([Cl:1])=[CH:7][CH:6]=[C:5]([NH:8][CH2:16][CH:17]4[CH2:22][CH2:21][O:20][C:19]([CH3:24])([CH3:23])[CH2:18]4)[N:4]=3)[C:30]([Cl:31])=[CH:29][N:28]=2)[CH2:36][CH2:35]1. The catalyst class is: 58. (3) Reactant: [CH:1]1([N:5]([CH3:28])[C:6](=[O:27])[C:7]2[CH:12]=[C:11]([O:13][C:14]3[C:19]([Cl:20])=[CH:18][C:17]([CH2:21]OC)=[CH:16][C:15]=3[Cl:24])[CH:10]=[CH:9][C:8]=2[O:25]C)[CH2:4][CH2:3][CH2:2]1.B(Br)(Br)[Br:30]. Product: [Br:30][CH2:21][C:17]1[CH:18]=[C:19]([Cl:20])[C:14]([O:13][C:11]2[CH:10]=[CH:9][C:8]([OH:25])=[C:7]([CH:12]=2)[C:6]([N:5]([CH:1]2[CH2:4][CH2:3][CH2:2]2)[CH3:28])=[O:27])=[C:15]([Cl:24])[CH:16]=1. The catalyst class is: 4.